This data is from Forward reaction prediction with 1.9M reactions from USPTO patents (1976-2016). The task is: Predict the product of the given reaction. (1) Given the reactants CC1(C)CCCC(C)(C)N1.[Li]CCCC.[N:16]1[CH:21]=[CH:20][CH:19]=[CH:18][N:17]=1.[CH:22]1([C:25]2[N:29]([C:30]([O:32][C:33]([CH3:36])([CH3:35])[CH3:34])=[O:31])[C:28]3[CH:37]=[C:38]([C:47]4[C:48]([CH3:53])=[N:49][O:50][C:51]=4[CH3:52])[CH:39]=[C:40]([C:41](=[O:46])N(OC)C)[C:27]=3[N:26]=2)[CH2:24][CH2:23]1, predict the reaction product. The product is: [CH:22]1([C:25]2[N:29]([C:30]([O:32][C:33]([CH3:36])([CH3:35])[CH3:34])=[O:31])[C:28]3[CH:37]=[C:38]([C:47]4[C:48]([CH3:53])=[N:49][O:50][C:51]=4[CH3:52])[CH:39]=[C:40]([C:41]([C:21]4[N:16]=[N:17][CH:18]=[CH:19][CH:20]=4)=[O:46])[C:27]=3[N:26]=2)[CH2:23][CH2:24]1. (2) Given the reactants [O:1]=[C:2]1[C:10]2[C:5](=[CH:6][CH:7]=[CH:8][CH:9]=2)[C:4](=[O:11])[N:3]1[CH2:12][CH2:13][N:14]1[C:23]2[C:18](=[N:19][CH:20]=[C:21]([CH2:24][C:25]3[CH:30]=[CH:29][C:28]([F:31])=[CH:27][CH:26]=3)[CH:22]=2)[C:17]([OH:32])=[C:16]([C:33](OCC)=[O:34])[C:15]1=[O:38].[CH2:39]([CH2:41][NH2:42])[OH:40], predict the reaction product. The product is: [O:11]=[C:4]1[C:5]2[C:10](=[CH:9][CH:8]=[CH:7][CH:6]=2)[C:2](=[O:1])[N:3]1[CH2:12][CH2:13][N:14]1[C:23]2[C:18](=[N:19][CH:20]=[C:21]([CH2:24][C:25]3[CH:26]=[CH:27][C:28]([F:31])=[CH:29][CH:30]=3)[CH:22]=2)[C:17]([OH:32])=[C:16]([C:33]([NH:42][CH2:41][CH2:39][OH:40])=[O:34])[C:15]1=[O:38]. (3) Given the reactants [CH2:1]([O:5][C:6]1[N:14]=[C:13]2[C:9]([N:10]=[C:11]([O:24]C)[N:12]2[CH2:15][CH2:16][CH2:17][CH:18]2[CH2:23][CH2:22][CH2:21][CH2:20][NH:19]2)=[C:8]([NH2:26])[N:7]=1)[CH2:2][CH2:3][CH3:4].Cl.O1CCOCC1, predict the reaction product. The product is: [NH2:26][C:8]1[N:7]=[C:6]([O:5][CH2:1][CH2:2][CH2:3][CH3:4])[N:14]=[C:13]2[C:9]=1[NH:10][C:11](=[O:24])[N:12]2[CH2:15][CH2:16][CH2:17][CH:18]1[CH2:23][CH2:22][CH2:21][CH2:20][NH:19]1. (4) Given the reactants Cl[C:2]1[NH:3][C:4](=[O:14])[C:5]2[C:10]([CH:11]=1)=[C:9]([S:12][CH3:13])[CH:8]=[CH:7][CH:6]=2.[CH3:15][N:16]([CH3:23])[CH:17]1[CH2:22][CH2:21][NH:20][CH2:19][CH2:18]1, predict the reaction product. The product is: [CH3:15][N:16]([CH3:23])[CH:17]1[CH2:22][CH2:21][N:20]([C:2]2[NH:3][C:4](=[O:14])[C:5]3[C:10]([CH:11]=2)=[C:9]([S:12][CH3:13])[CH:8]=[CH:7][CH:6]=3)[CH2:19][CH2:18]1. (5) Given the reactants Cl[CH2:2][C:3]1[CH:7]=[C:6]([C:8]2[CH:13]=[CH:12][C:11]([C:14]([F:17])([F:16])[F:15])=[CH:10][CH:9]=2)[O:5][N:4]=1.C[O:19][C:20](=[O:34])[CH2:21][O:22][C:23]1[CH:32]=[CH:31][C:30]([SH:33])=[C:29]2[C:24]=1[CH2:25][CH2:26][CH2:27][O:28]2, predict the reaction product. The product is: [F:15][C:14]([F:17])([F:16])[C:11]1[CH:12]=[CH:13][C:8]([C:6]2[O:5][N:4]=[C:3]([CH2:2][S:33][C:30]3[CH:31]=[CH:32][C:23]([O:22][CH2:21][C:20]([OH:34])=[O:19])=[C:24]4[C:29]=3[O:28][CH2:27][CH2:26][CH2:25]4)[CH:7]=2)=[CH:9][CH:10]=1. (6) Given the reactants [CH3:1][C:2]1[C:3]([C:19]2[CH:24]=[CH:23][CH:22]=[CH:21][N:20]=2)=[N:4][C:5]([N:8]2C(=O)C3C(=CC=CC=3)C2=O)=[CH:6][CH:7]=1, predict the reaction product. The product is: [CH3:1][C:2]1[C:3]([C:19]2[CH:24]=[CH:23][CH:22]=[CH:21][N:20]=2)=[N:4][C:5]([NH2:8])=[CH:6][CH:7]=1. (7) Given the reactants [Cl-].[Mg+2].[Cl-].[C:4](OCC)(=O)CC(OCC)=O.C(N(CC)CC)C.[F:22][C:23]1[CH:31]=[CH:30][CH:29]=[C:28]([F:32])[C:24]=1[C:25](Cl)=[O:26].Cl, predict the reaction product. The product is: [CH3:4][C:25]([C:24]1[C:23]([F:22])=[CH:31][CH:30]=[CH:29][C:28]=1[F:32])=[O:26]. (8) Given the reactants [Cl:1][C:2]1[CH:7]=[CH:6][C:5](B(O)O)=[CH:4][C:3]=1[C:11]([NH:13][CH2:14][C:15]12[CH2:24][CH:19]3[CH2:20][CH:21]([CH2:23][CH:17]([CH2:18]3)[CH2:16]1)[CH2:22]2)=[O:12].Cl[C:26]1[CH:31]=[N:30][CH:29]=[C:28](Cl)[N:27]=1.C(=O)([O-])[O-].[K+].[K+].[N:39]#[C:40][NH2:41].[Na], predict the reaction product. The product is: [Cl:1][C:2]1[CH:7]=[CH:6][C:5]([C:26]2[CH:31]=[N:30][CH:29]=[C:28]([NH:41][C:40]#[N:39])[N:27]=2)=[CH:4][C:3]=1[C:11]([NH:13][CH2:14][C:15]12[CH2:24][CH:19]3[CH2:20][CH:21]([CH2:23][CH:17]([CH2:18]3)[CH2:16]1)[CH2:22]2)=[O:12]. (9) Given the reactants [CH3:1][N:2]([CH3:7])[CH2:3][CH2:4][CH2:5][OH:6].[C:21]1(P([C:21]2[CH:26]=[CH:25][CH:24]=[CH:23][CH:22]=2)[C:21]2[CH:26]=[CH:25][CH:24]=[CH:23][CH:22]=2)[CH:26]=[CH:25][CH:24]=[CH:23][CH:22]=1.CC(OC(/N=N/C(O[C:39]([CH3:42])([CH3:41])C)=O)=O)(C)C.[CH2:43]([Cl:45])[Cl:44], predict the reaction product. The product is: [NH3:2].[CH2:43]([Cl:45])[Cl:44].[CH3:1][N:2]([CH3:7])[CH2:3][CH2:4][CH2:5][O:6][C:24]1[CH:23]=[CH:22][C:21]([CH2:1][N:2]2[CH2:41][CH2:39][CH2:42][CH2:4][CH2:3]2)=[CH:26][CH:25]=1. (10) Given the reactants [N+:1]([C:4]1[CH:9]=[CH:8][C:7]([CH:10]([OH:15])[C:11]([F:14])([F:13])[F:12])=[CH:6][CH:5]=1)([O-])=O, predict the reaction product. The product is: [NH2:1][C:4]1[CH:9]=[CH:8][C:7]([CH:10]([OH:15])[C:11]([F:12])([F:13])[F:14])=[CH:6][CH:5]=1.